Dataset: Catalyst prediction with 721,799 reactions and 888 catalyst types from USPTO. Task: Predict which catalyst facilitates the given reaction. (1) Reactant: [C:1]([O:5][C:6]([N:8]1[CH2:14][CH2:13][CH2:12][O:11][CH:10]([C:15](=[O:37])[NH:16][C@@H:17]([CH2:21][C:22]2[CH:27]=[CH:26][C:25](B3OC(C)(C)C(C)(C)O3)=[CH:24][CH:23]=2)[C:18]([NH2:20])=[O:19])[CH2:9]1)=[O:7])([CH3:4])([CH3:3])[CH3:2].NC(=O)[C@@H](NC([C@@H]1CN(C(OC(C)(C)C)=O)CCCO1)=O)C[C:42]1[CH:47]=[CH:46][C:45](B2OC(C)(C)C(C)(C)O2)=[CH:44][CH:43]=1.IC1C=C([CH2:82][S:83]([O-:86])(=[O:85])=[O:84])C=CC=1.C(=O)([O-])[O-].[K+].[K+]. Product: [NH2:20][C:18](=[O:19])[C@@H:17]([NH:16][C:15]([C@@H:10]1[CH2:9][N:8]([C:6]([O:5][C:1]([CH3:3])([CH3:4])[CH3:2])=[O:7])[CH2:14][CH2:13][CH2:12][O:11]1)=[O:37])[CH2:21][C:22]1[CH:23]=[CH:24][C:25]([C:43]2[CH:42]=[CH:47][CH:46]=[C:45]([O:86][S:83]([CH3:82])(=[O:85])=[O:84])[CH:44]=2)=[CH:26][CH:27]=1. The catalyst class is: 47. (2) Reactant: [NH2:1][C:2]1[CH:7]=[CH:6][CH:5]=[C:4]([Br:8])[C:3]=1[OH:9].C[O:11][C:12](=O)[CH:13](Br)[C:14]1[CH:19]=[CH:18][CH:17]=[CH:16][CH:15]=1.CN1CCCC1=O.N12CCCN=C1CCCCC2. Product: [Br:8][C:4]1[C:3]2[O:9][CH:13]([C:14]3[CH:19]=[CH:18][CH:17]=[CH:16][CH:15]=3)[C:12](=[O:11])[NH:1][C:2]=2[CH:7]=[CH:6][CH:5]=1. The catalyst class is: 13. (3) Reactant: [BH4-].[Na+].[Cl:3][C:4]1[C:5]([Cl:19])=[CH:6][C:7]2[S:12](=[O:14])(=[O:13])[N:11]=[CH:10][N:9]([CH:15]3[CH2:17][CH2:16]3)[C:8]=2[CH:18]=1. Product: [Cl:3][C:4]1[C:5]([Cl:19])=[CH:6][C:7]2[S:12](=[O:14])(=[O:13])[NH:11][CH2:10][N:9]([CH:15]3[CH2:16][CH2:17]3)[C:8]=2[CH:18]=1. The catalyst class is: 32. (4) Reactant: [OH:1][CH2:2][C:3]1[CH2:4][C@@H:5]([OH:21])[C@H:6]2[CH2:15][CH2:14][CH:13]3[C@:8]([CH3:18])([CH2:9][CH2:10][CH2:11][C:12]3([CH3:17])[CH3:16])[C@H:7]2[CH2:19][CH:20]=1.CC1(C)N([O])C(C)(C)CCC1.C([O-])(O)=O.[Na+].C([O-])([O-])=O.[K+].[K+].C1C(=O)N(Cl)C(=O)C1. Product: [OH:21][C@H:5]1[CH:6]2[CH2:15][CH2:14][CH:13]3[C@@:8]([CH3:18])([CH:7]2[CH2:19][CH:20]=[C:3]([CH:2]=[O:1])[CH2:4]1)[CH2:9][CH2:10][CH2:11][C:12]3([CH3:16])[CH3:17]. The catalyst class is: 2. (5) Reactant: [C:1]([C:5]1[O:9][N:8]=[C:7]([CH2:10]O)[CH:6]=1)([CH3:4])([CH3:3])[CH3:2].S(Cl)([Cl:14])=O. Product: [C:1]([C:5]1[O:9][N:8]=[C:7]([CH2:10][Cl:14])[CH:6]=1)([CH3:4])([CH3:3])[CH3:2]. The catalyst class is: 4.